From a dataset of Forward reaction prediction with 1.9M reactions from USPTO patents (1976-2016). Predict the product of the given reaction. The product is: [CH3:29][O:28][C:25]1[CH:26]=[CH:27][C:22]([C:1]2[NH:2][C:3](=[O:4])[C:5]3[CH:9]=[CH:8][S:7][C:6]=3[CH:10]=2)=[CH:23][CH:24]=1. Given the reactants [CH3:1][NH:2][C:3]([C:5]1[CH:9]=[CH:8][S:7][C:6]=1[CH3:10])=[O:4].[Li]CCCC.C1COCC1.C(#N)[C:22]1[CH:27]=[CH:26][C:25]([O:28][CH3:29])=[CH:24][CH:23]=1, predict the reaction product.